This data is from Full USPTO retrosynthesis dataset with 1.9M reactions from patents (1976-2016). The task is: Predict the reactants needed to synthesize the given product. (1) The reactants are: [NH2:1][C:2]1[S:3][C:4]2[CH:31]=[CH:30][CH:29]=[CH:28][C:5]=2[C:6]=1[C:7]([N:9]1[CH2:14][CH2:13][CH:12]([N:15]2[CH2:27][CH2:26][CH2:25][C:17]3([C:21](=[O:22])[N:20]([CH3:23])[C:19](=[O:24])[CH2:18]3)[CH2:16]2)[CH2:11][CH2:10]1)=[O:8].[CH2:32]([N:34]=[C:35]=[O:36])[CH3:33].C(OC(C)C)(C)C. Given the product [CH2:32]([NH:34][C:35]([NH:1][C:2]1[S:3][C:4]2[CH:31]=[CH:30][CH:29]=[CH:28][C:5]=2[C:6]=1[C:7]([N:9]1[CH2:14][CH2:13][CH:12]([N:15]2[CH2:27][CH2:26][CH2:25][C:17]3([C:21](=[O:22])[N:20]([CH3:23])[C:19](=[O:24])[CH2:18]3)[CH2:16]2)[CH2:11][CH2:10]1)=[O:8])=[O:36])[CH3:33], predict the reactants needed to synthesize it. (2) The reactants are: [NH2:1][C:2]1[CH:7]=[CH:6][C:5]([Br:8])=[CH:4][C:3]=1[NH2:9].[O:10]1[C:15]2[CH:16]=[CH:17][CH:18]=[CH:19][C:14]=2[O:13][CH2:12][CH:11]1[C:20](O)=O.C(Cl)CCl.C1C=CC2N(O)N=NC=2C=1.N[NH-]. Given the product [Br:8][C:5]1[CH:6]=[CH:7][C:2]2[NH:1][C:20]([CH:11]3[O:10][C:15]4[CH:16]=[CH:17][CH:18]=[CH:19][C:14]=4[O:13][CH2:12]3)=[N:9][C:3]=2[CH:4]=1, predict the reactants needed to synthesize it. (3) The reactants are: [C:1]([O:5][C:6]([NH:8][CH2:9][C@H:10]1[CH2:15][CH2:14][C@H:13]([C:16]([NH:18][C@@H:19]([CH2:23][C:24]2[CH:29]=[CH:28][C:27]([C:30]3[CH:35]=[CH:34][C:33]([C:36](=[O:51])[NH:37][CH:38]4[CH2:43][CH2:42][N:41]([C:44]([O:46][C:47]([CH3:50])([CH3:49])[CH3:48])=[O:45])[CH2:40][CH2:39]4)=[CH:32][C:31]=3[CH3:52])=[CH:26][CH:25]=2)[C:20](O)=[O:21])=[O:17])[CH2:12][CH2:11]1)=[O:7])([CH3:4])([CH3:3])[CH3:2].Cl.[NH2:54][C:55]1[CH:60]=[CH:59][C:58]([C:61]2[NH:65][N:64]=[C:63]([C:66]([F:74])([F:73])[C:67]([F:72])([F:71])[C:68]([OH:70])=[O:69])[N:62]=2)=[CH:57][CH:56]=1.C(N(CC)C(C)C)(C)C.F[P-](F)(F)(F)(F)F.CN(C(ON1C2=NC=CC=C2N=N1)=[N+](C)C)C. Given the product [C:1]([O:5][C:6]([NH:8][CH2:9][C@H:10]1[CH2:15][CH2:14][C@H:13]([C:16]([NH:18][C@@H:19]([CH2:23][C:24]2[CH:25]=[CH:26][C:27]([C:30]3[CH:35]=[CH:34][C:33]([C:36](=[O:51])[NH:37][CH:38]4[CH2:43][CH2:42][N:41]([C:44]([O:46][C:47]([CH3:50])([CH3:49])[CH3:48])=[O:45])[CH2:40][CH2:39]4)=[CH:32][C:31]=3[CH3:52])=[CH:28][CH:29]=2)[C:20]([NH:54][C:55]2[CH:56]=[CH:57][C:58]([C:61]3[NH:65][N:64]=[C:63]([C:66]([F:74])([F:73])[C:67]([F:72])([F:71])[C:68]([OH:70])=[O:69])[N:62]=3)=[CH:59][CH:60]=2)=[O:21])=[O:17])[CH2:12][CH2:11]1)=[O:7])([CH3:2])([CH3:4])[CH3:3], predict the reactants needed to synthesize it. (4) Given the product [F:10][C:2]1([F:1])[CH2:3][CH:4]([CH:6]([OH:8])[C:18]([CH3:20])([CH3:19])[C:17]([O:16][CH3:15])=[O:21])[CH2:5]1, predict the reactants needed to synthesize it. The reactants are: [F:1][C:2]1([F:10])[CH2:5][CH:4]([C:6]([O:8]C)=O)[CH2:3]1.[I-].[In+3].[I-].[I-].[CH3:15][O:16][C:17]([O:21][Si](C)(C)C)=[C:18]([CH3:20])[CH3:19].C[SiH](C)C1C=CC=CC=1.CCCC[N+](CCCC)(CCCC)CCCC.[F-].Cl.